Dataset: Catalyst prediction with 721,799 reactions and 888 catalyst types from USPTO. Task: Predict which catalyst facilitates the given reaction. (1) Reactant: [C:1]1([CH:11]=O)[C:10]2[C:5](=[CH:6][CH:7]=[CH:8][CH:9]=2)[CH:4]=[CH:3][CH:2]=1.[Cl:13]C(Cl)C(OC)=O.C[C:21](C)([O-:23])C.[K+].[OH2:26].[C:27]([OH:31])([CH3:30])(C)C. Product: [Cl:13][CH:11]([C:1]1[C:10]2[C:5](=[CH:6][CH:7]=[CH:8][CH:9]=2)[CH:4]=[CH:3][CH:2]=1)[C:27](=[O:31])[C:30]([O:23][CH3:21])=[O:26]. The catalyst class is: 195. (2) Reactant: [N:1]([CH2:4][CH:5]1[CH2:14][C@@H:13]2[C@:8]([CH3:17])([CH2:9][CH2:10][CH2:11][C:12]2([CH3:16])[CH3:15])[C@@H:7]([C:18]([C:20]2[CH:25]=[C:24]([O:26][CH3:27])[CH:23]=[C:22]([O:28][CH3:29])[CH:21]=2)=[O:19])[C@@H:6]1[CH3:30])=[N+]=[N-].C1(P(C2C=CC=CC=2)C2C=CC=CC=2)C=CC=CC=1.O. Product: [CH3:29][O:28][C:22]1[CH:21]=[C:20]([C:18]([C@@H:7]2[C@:8]3([CH3:17])[C@H:13]([C:12]([CH3:15])([CH3:16])[CH2:11][CH2:10][CH2:9]3)[CH2:14][CH:5]([CH2:4][NH2:1])[C@H:6]2[CH3:30])=[O:19])[CH:25]=[C:24]([O:26][CH3:27])[CH:23]=1. The catalyst class is: 1. (3) Reactant: [F:1][C:2]1[CH:10]=[C:9]2[C:5](/[C:6](=[CH:12]/[C:13]3[CH:18]=[CH:17][CH:16]=[C:15]([Cl:19])[CH:14]=3)/[C:7](=[O:11])[NH:8]2)=[CH:4][CH:3]=1.[F:20][C:21]1[CH:22]=[CH:23][C:24]([CH3:36])=[C:25]([CH:27]=[N:28][C:29]([O:31][Si](C)(C)C)=[CH2:30])[CH:26]=1. Product: [Cl:19][C:15]1[CH:14]=[C:13]([CH:12]2[CH2:30][C:29](=[O:31])[NH:28][CH:27]([C:25]3[CH:26]=[C:21]([F:20])[CH:22]=[CH:23][C:24]=3[CH3:36])[C:6]32[C:5]2[C:9](=[CH:10][C:2]([F:1])=[CH:3][CH:4]=2)[NH:8][C:7]3=[O:11])[CH:18]=[CH:17][CH:16]=1. The catalyst class is: 11. (4) Reactant: [CH3:1][C:2](=[N:4][OH:5])[CH3:3].CC(C)([O-])C.[K+].[Br:12][C:13]1[CH:20]=[CH:19][C:16]([C:17]#[N:18])=[C:15](F)[CH:14]=1. Product: [Br:12][C:13]1[CH:20]=[CH:19][C:16]([C:17]#[N:18])=[C:15]([O:5][N:4]=[C:2]([CH3:3])[CH3:1])[CH:14]=1. The catalyst class is: 30. (5) Reactant: C([O:3][C:4](=[O:28])/[CH:5]=[CH:6]/[C:7]([N:9]1[C:14]2[CH:15]=[CH:16][CH:17]=[C:18]([CH:19]([CH3:21])[CH3:20])[C:13]=2[O:12][CH:11]([C:22]2[CH:27]=[CH:26][CH:25]=[CH:24][CH:23]=2)[CH2:10]1)=[O:8])C.[OH-].[Na+]. Product: [CH:19]([C:18]1[C:13]2[O:12][CH:11]([C:22]3[CH:23]=[CH:24][CH:25]=[CH:26][CH:27]=3)[CH2:10][N:9]([C:7](=[O:8])/[CH:6]=[CH:5]/[C:4]([OH:28])=[O:3])[C:14]=2[CH:15]=[CH:16][CH:17]=1)([CH3:21])[CH3:20]. The catalyst class is: 5. (6) Reactant: Cl.[NH:2]([C:4]1[CH:11]=[CH:10][CH:9]=[CH:8][C:5]=1[C:6]#[N:7])[NH2:3].[C:12](OC)(=[O:17])[CH2:13][C:14]([CH3:16])=O.[Na].CO.C[O-].[Na+]. Product: [C:6]([C:5]1[CH:8]=[CH:9][CH:10]=[CH:11][C:4]=1[N:2]1[C:12](=[O:17])[CH:13]=[C:14]([CH3:16])[NH:3]1)#[N:7]. The catalyst class is: 5. (7) Reactant: [NH2:1][C:2]1[C:7]([C:8]([O:10]C)=[O:9])=[C:6]([CH3:12])[C:5]([CH2:13][NH2:14])=[CH:4][CH:3]=1.[C:15]([O:19][C:20](O[C:20]([O:19][C:15]([CH3:18])([CH3:17])[CH3:16])=[O:21])=[O:21])([CH3:18])([CH3:17])[CH3:16].Cl. Product: [NH2:1][C:2]1[C:7]([C:8]([OH:10])=[O:9])=[C:6]([CH3:12])[C:5]([CH2:13][NH:14][C:20]([O:19][C:15]([CH3:18])([CH3:17])[CH3:16])=[O:21])=[CH:4][CH:3]=1. The catalyst class is: 38.